This data is from HIV replication inhibition screening data with 41,000+ compounds from the AIDS Antiviral Screen. The task is: Binary Classification. Given a drug SMILES string, predict its activity (active/inactive) in a high-throughput screening assay against a specified biological target. (1) The compound is CNC=C(c1ccc(OC)cc1)C(O)c1ccc(OC)c(OC)c1. The result is 0 (inactive). (2) The drug is O=C(CC1(O)C(=O)Nc2c(Cl)cc(Cl)cc21)c1ccc(Br)cc1Br. The result is 0 (inactive). (3) The drug is CC(C)CCCC(C)C1CCC(C2CC(O)C3CC(O)C(O)CC3(CO)C2=O)C1(C)CCO. The result is 0 (inactive).